Task: Predict the product of the given reaction.. Dataset: Forward reaction prediction with 1.9M reactions from USPTO patents (1976-2016) (1) Given the reactants [OH-].[K+].[OH:3][C:4]1[CH:13]=[C:12]2[C:7]([CH2:8][CH2:9][C:10](=[O:14])[NH:11]2)=[CH:6][CH:5]=1.[Br:15][CH2:16][CH2:17][CH2:18][CH2:19]Br, predict the reaction product. The product is: [Br:15][CH2:16][CH2:17][CH2:18][CH2:19][O:3][C:4]1[CH:13]=[C:12]2[C:7]([CH2:8][CH2:9][C:10](=[O:14])[NH:11]2)=[CH:6][CH:5]=1. (2) Given the reactants [Br:1][C:2]1[N:7]=[C:6]([CH:8]=O)[CH:5]=[CH:4][CH:3]=1.[CH2:10]([CH:12]([C:15]1[CH:21]=[CH:20][CH:19]=[C:18]([CH:22]([CH2:25][CH3:26])[CH2:23][CH3:24])[C:16]=1[NH2:17])[CH2:13][CH3:14])[CH3:11], predict the reaction product. The product is: [Br:1][C:2]1[N:7]=[C:6](/[CH:8]=[N:17]/[C:16]2[C:18]([CH:22]([CH2:23][CH3:24])[CH2:25][CH3:26])=[CH:19][CH:20]=[CH:21][C:15]=2[CH:12]([CH2:10][CH3:11])[CH2:13][CH3:14])[CH:5]=[CH:4][CH:3]=1. (3) Given the reactants [CH3:1][C:2]1[CH:3]=[C:4]([CH:8]=[CH:9][C:10]=1[C:11]([N:13]1[CH2:17][CH2:16][CH2:15][CH2:14]1)=[O:12])[C:5]([OH:7])=O.CN(C(ON1N=NC2C=CC=CC1=2)=[N+](C)C)C.[B-](F)(F)(F)F.C(N(C(C)C)CC)(C)C.[Cl:49][C:50]1[CH:67]=[CH:66][C:53]2[NH:54][C:55]([C@@H:57]([NH2:65])[CH2:58][CH2:59][C:60]3[NH:64][N:63]=[N:62][N:61]=3)=[N:56][C:52]=2[CH:51]=1.ClCCl.C(O)C.N.ClCl, predict the reaction product. The product is: [Cl:49][C:50]1[CH:67]=[CH:66][C:53]2[NH:54][C:55]([C@@H:57]([NH:65][C:5](=[O:7])[C:4]3[CH:8]=[CH:9][C:10]([C:11]([N:13]4[CH2:17][CH2:16][CH2:15][CH2:14]4)=[O:12])=[C:2]([CH3:1])[CH:3]=3)[CH2:58][CH2:59][C:60]3[NH:64][N:63]=[N:62][N:61]=3)=[N:56][C:52]=2[CH:51]=1. (4) Given the reactants [I:1][C:2]1[CH:3]=[C:4]([CH:9]=[CH:10][CH:11]=1)[C:5]([NH:7][NH2:8])=O.COC1C=CC(P2(SP(C3C=CC(OC)=CC=3)(=S)S2)=[S:21])=CC=1, predict the reaction product. The product is: [I:1][C:2]1[CH:3]=[C:4]([CH:9]=[CH:10][CH:11]=1)[C:5]([NH:7][NH2:8])=[S:21]. (5) Given the reactants [Cl:1][C:2]1[CH:7]=[CH:6][C:5]([CH:8]([C:22]#[N:23])[CH:9]2[CH2:14][CH2:13][N:12](C(OC(C)(C)C)=O)[CH2:11][CH2:10]2)=[C:4]([F:24])[CH:3]=1.Cl, predict the reaction product. The product is: [ClH:1].[Cl:1][C:2]1[CH:7]=[CH:6][C:5]([CH:8]([CH:9]2[CH2:10][CH2:11][NH:12][CH2:13][CH2:14]2)[C:22]#[N:23])=[C:4]([F:24])[CH:3]=1.